Dataset: Catalyst prediction with 721,799 reactions and 888 catalyst types from USPTO. Task: Predict which catalyst facilitates the given reaction. (1) Reactant: [NH2:1][C:2]1[CH:18]=[C:17]([Cl:19])[C:5]([O:6][C:7]2[CH:8]=[C:9]([CH:14]([CH3:16])[CH3:15])[C:10](=[O:13])[NH:11][N:12]=2)=[C:4]([Cl:20])[CH:3]=1.O.[C:22]([OH:26])(=[O:25])[CH:23]=O.C(O)(=O)C.S([O-])([O-])(=O)=O.[Mg+2].C([BH3-])#N. Product: [Cl:20][C:4]1[CH:3]=[C:2]([NH:1][CH2:23][C:22]([OH:26])=[O:25])[CH:18]=[C:17]([Cl:19])[C:5]=1[O:6][C:7]1[CH:8]=[C:9]([CH:14]([CH3:16])[CH3:15])[C:10](=[O:13])[NH:11][N:12]=1. The catalyst class is: 61. (2) Product: [Cl:1][C:2]1[CH:3]=[C:4]([C:9]([SH:33])([C:27]([F:30])([F:29])[F:28])[CH2:10][C:11]([C:13]2[CH:25]=[CH:24][C:16]([C:17]([NH:19][CH:20]3[CH2:23][S:22][CH2:21]3)=[O:18])=[C:15]([CH3:26])[CH:14]=2)=[O:12])[CH:5]=[C:6]([Cl:8])[CH:7]=1. The catalyst class is: 4. Reactant: [Cl:1][C:2]1[CH:3]=[C:4](/[C:9](/[C:27]([F:30])([F:29])[F:28])=[CH:10]\[C:11]([C:13]2[CH:25]=[CH:24][C:16]([C:17]([NH:19][CH:20]3[CH2:23][S:22][CH2:21]3)=[O:18])=[C:15]([CH3:26])[CH:14]=2)=[O:12])[CH:5]=[C:6]([Cl:8])[CH:7]=1.C(O)(=[S:33])C.C(N(CC)CC)C. (3) Reactant: [NH2:1][CH:2]([C:6]1[CH:11]=[CH:10][CH:9]=[CH:8][CH:7]=1)[C:3]([OH:5])=[O:4].[OH-].[Na+].[C:14](Cl)(=[O:23])[O:15][CH2:16][C:17]1[CH:22]=[CH:21][CH:20]=[CH:19][CH:18]=1. Product: [CH2:16]([O:15][C:14]([NH:1][CH:2]([C:6]1[CH:11]=[CH:10][CH:9]=[CH:8][CH:7]=1)[C:3]([OH:5])=[O:4])=[O:23])[C:17]1[CH:22]=[CH:21][CH:20]=[CH:19][CH:18]=1. The catalyst class is: 6. (4) Reactant: [F:1][C:2]1[CH:7]=[CH:6][C:5]([CH3:8])=[CH:4][C:3]=1[NH:9][C:10]([NH:12][C:13]1[CH:33]=[CH:32][C:16]([O:17][C:18]2[CH:23]=[CH:22][N:21]=[C:20]([C:24]3[CH:25]=[C:26]([C:29]([OH:31])=O)[S:27][CH:28]=3)[CH:19]=2)=[CH:15][CH:14]=1)=[O:11].CN(C(ON1N=NC2C=CC=NC1=2)=[N+](C)C)C.F[P-](F)(F)(F)(F)F.C(N(CC)C(C)C)(C)C.Cl.[CH3:68][O:69][C:70](=[O:74])[CH2:71][CH2:72][NH2:73].Cl. Product: [F:1][C:2]1[CH:7]=[CH:6][C:5]([CH3:8])=[CH:4][C:3]=1[NH:9][C:10]([NH:12][C:13]1[CH:33]=[CH:32][C:16]([O:17][C:18]2[CH:23]=[CH:22][N:21]=[C:20]([C:24]3[CH:25]=[C:26]([C:29]([NH:73][CH2:72][CH2:71][C:70]([O:69][CH3:68])=[O:74])=[O:31])[S:27][CH:28]=3)[CH:19]=2)=[CH:15][CH:14]=1)=[O:11]. The catalyst class is: 18. (5) Reactant: [CH3:1][O:2][C:3]([C:5]1[C:6]2[CH:7]=[CH:8][CH2:9][O:10][C:11]=2[C:12]([F:15])=[CH:13][CH:14]=1)=[O:4].[N:16]([O-:18])=[O:17].[Na+].II.S(S([O-])=O)([O-])(=O)=O.[Na+].[Na+]. Product: [CH3:1][O:2][C:3]([C:5]1[C:6]2[CH:7]=[C:8]([N+:16]([O-:18])=[O:17])[CH2:9][O:10][C:11]=2[C:12]([F:15])=[CH:13][CH:14]=1)=[O:4]. The catalyst class is: 13.